From a dataset of Full USPTO retrosynthesis dataset with 1.9M reactions from patents (1976-2016). Predict the reactants needed to synthesize the given product. Given the product [C:15]1([C:2]2[CH:14]=[CH:13][C:5]3[S:6][C:7]([C:9]([O:11][CH3:12])=[O:10])=[CH:8][C:4]=3[CH:3]=2)[CH:20]=[CH:19][CH:18]=[CH:17][CH:16]=1, predict the reactants needed to synthesize it. The reactants are: Br[C:2]1[CH:14]=[CH:13][C:5]2[S:6][C:7]([C:9]([O:11][CH3:12])=[O:10])=[CH:8][C:4]=2[CH:3]=1.[C:15]1(B(O)O)[CH:20]=[CH:19][CH:18]=[CH:17][CH:16]=1.[Cl-].[Li+].C(=O)([O-])[O-].[Na+].[Na+].